From a dataset of Forward reaction prediction with 1.9M reactions from USPTO patents (1976-2016). Predict the product of the given reaction. (1) Given the reactants [NH2:1][C:2]1[CH:11]=[C:10]2[C:5]([CH:6]=[CH:7][CH:8]=[N:9]2)=[CH:4][CH:3]=1.[CH3:12][N:13]([CH3:33])[CH2:14][CH2:15][O:16][C:17]1[CH:22]=[C:21]([C:23](O)=[O:24])[CH:20]=[CH:19][C:18]=1[C:26]1[CH:31]=[CH:30][C:29]([F:32])=[CH:28][CH:27]=1, predict the reaction product. The product is: [CH3:12][N:13]([CH3:33])[CH2:14][CH2:15][O:16][C:17]1[CH:22]=[C:21]([C:23]([NH:1][C:2]2[CH:11]=[C:10]3[C:5]([CH:6]=[CH:7][CH:8]=[N:9]3)=[CH:4][CH:3]=2)=[O:24])[CH:20]=[CH:19][C:18]=1[C:26]1[CH:27]=[CH:28][C:29]([F:32])=[CH:30][CH:31]=1. (2) Given the reactants [SH:1][C:2]1[CH:7]=[CH:6][C:5]([B:8]([OH:10])[OH:9])=[CH:4][CH:3]=1.Br[CH2:12][C:13]([NH2:15])=[O:14].C([O-])([O-])=O.[K+].[K+], predict the reaction product. The product is: [NH2:15][C:13](=[O:14])[CH2:12][S:1][C:2]1[CH:7]=[CH:6][C:5]([B:8]([OH:10])[OH:9])=[CH:4][CH:3]=1. (3) Given the reactants [NH2:1][C:2]1[CH:3]=[CH:4][CH:5]=[C:6]2[C:10]=1[C:9](=[O:11])[N:8]([C@@H:12]([C:19]1[CH:24]=[CH:23][C:22]([O:25][CH3:26])=[C:21]([O:27][CH2:28][CH3:29])[CH:20]=1)[CH2:13][C:14]([N:16]([CH3:18])[CH3:17])=[O:15])[CH2:7]2.[CH3:30][C:31]([CH3:35])([CH3:34])[CH:32]=O.C(O[BH-](OC(=O)C)OC(=O)C)(=O)C.[Na+], predict the reaction product. The product is: [CH3:30][C:31]([CH3:35])([CH3:34])[CH2:32][NH:1][C:2]1[CH:3]=[CH:4][CH:5]=[C:6]2[C:10]=1[C:9](=[O:11])[N:8]([C@@H:12]([C:19]1[CH:24]=[CH:23][C:22]([O:25][CH3:26])=[C:21]([O:27][CH2:28][CH3:29])[CH:20]=1)[CH2:13][C:14]([N:16]([CH3:18])[CH3:17])=[O:15])[CH2:7]2. (4) Given the reactants [N:1]1([C:7]([O:9][C:10]([CH3:13])([CH3:12])[CH3:11])=[O:8])[CH2:6][CH2:5][NH:4][CH2:3][CH2:2]1.[F:14][C:15]1[CH:20]=[CH:19][C:18]([C:21]2[O:22][CH:23]=[C:24]([CH:26]=O)[N:25]=2)=[CH:17][CH:16]=1, predict the reaction product. The product is: [F:14][C:15]1[CH:16]=[CH:17][C:18]([C:21]2[O:22][CH:23]=[C:24]([CH2:26][N:4]3[CH2:5][CH2:6][N:1]([C:7]([O:9][C:10]([CH3:13])([CH3:12])[CH3:11])=[O:8])[CH2:2][CH2:3]3)[N:25]=2)=[CH:19][CH:20]=1. (5) Given the reactants [CH3:1][O:2][C:3]1[CH:4]=[C:5]2[C:10](=[CH:11][CH:12]=1)[NH:9][C:8](=[O:13])[C:7]([CH:14]1[CH2:19][CH2:18][NH:17][CH2:16][CH2:15]1)=[CH:6]2.Cl[C:21]1[N:26]=[CH:25][N:24]=[C:23]([C:27]([N:29]2[C:37]3[C:32](=[CH:33][C:34]([F:38])=[CH:35][CH:36]=3)[CH2:31][CH2:30]2)=[O:28])[CH:22]=1.CCN(C(C)C)C(C)C, predict the reaction product. The product is: [F:38][C:34]1[CH:33]=[C:32]2[C:37](=[CH:36][CH:35]=1)[N:29]([C:27]([C:23]1[N:24]=[CH:25][N:26]=[C:21]([N:17]3[CH2:18][CH2:19][CH:14]([C:7]4[C:8](=[O:13])[NH:9][C:10]5[C:5]([CH:6]=4)=[CH:4][C:3]([O:2][CH3:1])=[CH:12][CH:11]=5)[CH2:15][CH2:16]3)[CH:22]=1)=[O:28])[CH2:30][CH2:31]2.